Dataset: Catalyst prediction with 721,799 reactions and 888 catalyst types from USPTO. Task: Predict which catalyst facilitates the given reaction. Reactant: [CH3:1][C:2]1[CH:14]=[CH:13][C:12]2[NH:11][C:10]3[CH2:9][CH2:8][N:7]4[CH2:15][CH2:16][CH2:17][CH:6]4[C:5]=3[C:4]=2[CH:3]=1.[H-].[Na+].[O:20]1[CH2:22][CH:21]1[C:23]1[CH:24]=[N:25][CH:26]=[CH:27][CH:28]=1. Product: [CH3:1][C:2]1[CH:14]=[CH:13][C:12]2[N:11]([CH2:22][CH:21]([C:23]3[CH:24]=[N:25][CH:26]=[CH:27][CH:28]=3)[OH:20])[C:10]3[CH2:9][CH2:8][N:7]4[CH2:15][CH2:16][CH2:17][CH:6]4[C:5]=3[C:4]=2[CH:3]=1. The catalyst class is: 3.